This data is from Forward reaction prediction with 1.9M reactions from USPTO patents (1976-2016). The task is: Predict the product of the given reaction. (1) The product is: [CH3:6][C:7]1[S:8][C:9]([CH3:12])=[CH:10][C:11]=1[CH:13]=[O:15]. Given the reactants O=P(Cl)(Cl)Cl.[CH3:6][C:7]1[S:8][C:9]([CH3:12])=[CH:10][CH:11]=1.[C:13]([O-])(=[O:15])C.[Na+], predict the reaction product. (2) Given the reactants C([O:5][C:6](=[O:45])[C:7]([O:10]/[N:11]=[C:12](/[C:32]1[N:33]=[C:34]([NH:37]C(OC(C)(C)C)=O)[S:35][CH:36]=1)\[C:13]([NH:15][C@@H:16]1[C:19](=[O:20])[N:18]([S:21]([OH:24])(=[O:23])=[O:22])[C@@H:17]1[CH2:25][N:26]1[C:30]([CH3:31])=[N:29][CH:28]=[N:27]1)=[O:14])([CH3:9])[CH3:8])(C)(C)C.C(O)(C(F)(F)F)=O, predict the reaction product. The product is: [NH2:37][C:34]1[S:35][CH:36]=[C:32](/[C:12](=[N:11]/[O:10][C:7]([CH3:9])([CH3:8])[C:6]([OH:45])=[O:5])/[C:13]([NH:15][C@@H:16]2[C:19](=[O:20])[N:18]([S:21]([OH:24])(=[O:22])=[O:23])[C@@H:17]2[CH2:25][N:26]2[C:30]([CH3:31])=[N:29][CH:28]=[N:27]2)=[O:14])[N:33]=1. (3) Given the reactants [H-].[Na+].[NH:3]1[CH:7]=[C:6]([C:8]([O:10][CH3:11])=[O:9])[N:5]=[CH:4]1.Cl[CH2:13][O:14][CH2:15][CH2:16][Si:17]([CH3:20])([CH3:19])[CH3:18], predict the reaction product. The product is: [CH3:18][Si:17]([CH3:20])([CH3:19])[CH2:16][CH2:15][O:14][CH2:13][N:3]1[CH:7]=[C:6]([C:8]([O:10][CH3:11])=[O:9])[N:5]=[CH:4]1. (4) Given the reactants [CH2:1]([C:3]([C:21]1[CH:35]=[CH:34][C:24]([O:25][CH2:26][C@@H:27]2[CH2:31][O:30]C(C)(C)[O:28]2)=[C:23]([CH3:36])[CH:22]=1)([C:6]1[CH:11]=[CH:10][C:9]([CH2:12][CH2:13][S:14]([C:16]([CH3:19])([CH3:18])[CH3:17])=[O:15])=[C:8]([CH3:20])[CH:7]=1)[CH2:4][CH3:5])[CH3:2].C(O)(C(F)(F)F)=O.C([O-])(O)=O.[Na+], predict the reaction product. The product is: [CH2:1]([C:3]([C:21]1[CH:35]=[CH:34][C:24]([O:25][CH2:26][C@@H:27]([OH:28])[CH2:31][OH:30])=[C:23]([CH3:36])[CH:22]=1)([C:6]1[CH:11]=[CH:10][C:9]([CH2:12][CH2:13][S:14]([C:16]([CH3:18])([CH3:19])[CH3:17])=[O:15])=[C:8]([CH3:20])[CH:7]=1)[CH2:4][CH3:5])[CH3:2]. (5) Given the reactants [Br:1][C:2]1[CH:9]=[CH:8][C:5]([CH:6]=[O:7])=[C:4](F)[CH:3]=1.[C:11]1([OH:17])[CH:16]=[CH:15][CH:14]=[CH:13][CH:12]=1.C(=O)([O-])[O-].[K+].[K+].CN(C)C(=O)C, predict the reaction product. The product is: [Br:1][C:2]1[CH:9]=[CH:8][C:5]([CH:6]=[O:7])=[C:4]([O:17][C:11]2[CH:16]=[CH:15][CH:14]=[CH:13][CH:12]=2)[CH:3]=1.